From a dataset of Experimentally validated miRNA-target interactions with 360,000+ pairs, plus equal number of negative samples. Binary Classification. Given a miRNA mature sequence and a target amino acid sequence, predict their likelihood of interaction. The miRNA is hsa-miR-16-5p with sequence UAGCAGCACGUAAAUAUUGGCG. The protein sequence of the target gene is MTEWETAAPAVAETPDIKLFGKWSTDDVQINDISLQDYIAVKEKYAKYLPHSAGRYAAKRFRKAQCPIVERLTNSMMMHGRNNGKKLMTVRIVKHAFEIIHLLTGENPLQVLVNAIINSGPREDSTRIGRAGTVRRQAVDVSPLRRVNQAIWLLCTGAREAAFRNIKTIAECLADELINAAKGSSNSYAIKKKDELERVAKSNR. Result: 1 (interaction).